Dataset: Full USPTO retrosynthesis dataset with 1.9M reactions from patents (1976-2016). Task: Predict the reactants needed to synthesize the given product. (1) Given the product [CH3:23][S:24]([O:13][CH2:12][CH:9]([CH2:8][C:7]1[CH:6]=[CH:5][C:4]([N+:1]([O-:3])=[O:2])=[CH:15][CH:14]=1)[CH2:10][O:11][S:24]([CH3:23])(=[O:26])=[O:25])(=[O:26])=[O:25], predict the reactants needed to synthesize it. The reactants are: [N+:1]([C:4]1[CH:15]=[CH:14][C:7]([CH2:8][CH:9]([CH2:12][OH:13])[CH2:10][OH:11])=[CH:6][CH:5]=1)([O-:3])=[O:2].C(N(CC)CC)C.[CH3:23][S:24](Cl)(=[O:26])=[O:25]. (2) Given the product [Cl:1][C:2]1[CH:7]=[CH:6][C:5]([CH:8]2[CH2:13][CH:12]([C:14]([OH:16])=[O:15])[CH2:11][CH2:10][N:9]2[C:18]([O:20][CH3:21])=[O:19])=[C:4]([F:22])[CH:3]=1, predict the reactants needed to synthesize it. The reactants are: [Cl:1][C:2]1[CH:7]=[CH:6][C:5]([CH:8]2[CH2:13][CH:12]([C:14]([O:16]C)=[O:15])[CH2:11][CH2:10][N:9]2[C:18]([O:20][CH3:21])=[O:19])=[C:4]([F:22])[CH:3]=1.C(#N)C.[Br-].[Li+].CCN(CC)CC. (3) Given the product [CH3:31][O:33][C:13]1[CH:22]=[CH:21][C:20]2[C:15](=[CH:16][CH:17]=[CH:18][CH:19]=2)[CH:14]=1, predict the reactants needed to synthesize it. The reactants are: C1C2C(=CC=CC=2)C=CC=1C([C:13]1[CH:22]=[CH:21][C:20]2[C:15](=[CH:16][CH:17]=[CH:18][CH:19]=2)[CH:14]=1)=O.C(C[C:31](=[O:33])C)C1C=CC=CC=1.C(OC1CC2CC1C1C=2CCC1)(=O)CC.C(OC1C2CC(C3C=2CCC3)C1)(=O)CC.CC1C(C=C(C)C(=O)C)C(C)(C)CCC=1.CC(CCC=C(C)CC)=CC#N.CC12CCC3C(C)(CCCC3(C)C)C1CCO2.C(O)(=O)CCCCCCCCCCC(O)=O.C1CCCCCCCCCCC(=O)CCCC=1.C1CCCCCCCC(=O)CCCCCCCC=1. (4) Given the product [Cl:9][C:4]1[CH:5]=[C:6]([Cl:8])[CH:7]=[C:2]([Cl:1])[C:3]=1[N:10]1[C:14]2=[N:15][C:16]([CH2:20][C:21]3[CH:26]=[CH:25][C:24]([C:27]([NH:33][N:34]4[CH2:39][CH2:38][N:37]([CH3:40])[CH2:36][CH2:35]4)=[O:28])=[CH:23][CH:22]=3)=[N:17][C:18](=[O:19])[C:13]2=[C:12]([CH:30]([CH3:32])[CH3:31])[NH:11]1, predict the reactants needed to synthesize it. The reactants are: [Cl:1][C:2]1[CH:7]=[C:6]([Cl:8])[CH:5]=[C:4]([Cl:9])[C:3]=1[N:10]1[C:14]2=[N:15][C:16]([CH2:20][C:21]3[CH:26]=[CH:25][C:24]([C:27](O)=[O:28])=[CH:23][CH:22]=3)=[N:17][C:18](=[O:19])[C:13]2=[C:12]([CH:30]([CH3:32])[CH3:31])[NH:11]1.[NH2:33][N:34]1[CH2:39][CH2:38][N:37]([CH3:40])[CH2:36][CH2:35]1.CCN(C(C)C)C(C)C.CN(C(ON1N=NC2C=CC=CC1=2)=[N+](C)C)C.[B-](F)(F)(F)F. (5) Given the product [C@H:1]([C@@H:5]1[N:10]([C:27]([C@@H:25]2[CH2:26][C@H:24]2[C:18]2[CH:23]=[CH:22][CH:21]=[CH:20][CH:19]=2)=[O:28])[CH2:9][C@H:8]([C:11]2[CH:12]=[CH:13][CH:14]=[CH:15][CH:16]=2)[NH:7][C:6]1=[O:17])([CH2:3][CH3:4])[CH3:2], predict the reactants needed to synthesize it. The reactants are: [C@H:1]([C@@H:5]1[NH:10][CH2:9][C@H:8]([C:11]2[CH:16]=[CH:15][CH:14]=[CH:13][CH:12]=2)[NH:7][C:6]1=[O:17])([CH2:3][CH3:4])[CH3:2].[C:18]1([C@@H:24]2[CH2:26][C@H:25]2[C:27](O)=[O:28])[CH:23]=[CH:22][CH:21]=[CH:20][CH:19]=1.C([C@@H]1N(C([C@@H]2C[C@H]2C2C=CC=CC=2)=O)C[C@H](CC(C)C)NC1=O)C(C)C. (6) Given the product [O:4]1[C:12]2[CH:11]=[CH:10][N:9]=[C:8]([N:13]3[CH2:18][CH2:17][N:16]([CH2:19][CH2:20][C@H:21]4[CH2:26][CH2:25][C@H:24]([NH:27][C:34]([CH:31]5[CH2:32][CH2:33][O:28][CH2:29][CH2:30]5)=[O:35])[CH2:23][CH2:22]4)[CH2:15][CH2:14]3)[C:7]=2[CH2:6][CH2:5]1, predict the reactants needed to synthesize it. The reactants are: Cl.Cl.Cl.[O:4]1[C:12]2[CH:11]=[CH:10][N:9]=[C:8]([N:13]3[CH2:18][CH2:17][N:16]([CH2:19][CH2:20][C@H:21]4[CH2:26][CH2:25][C@H:24]([NH2:27])[CH2:23][CH2:22]4)[CH2:15][CH2:14]3)[C:7]=2[CH2:6][CH2:5]1.[O:28]1[CH2:33][CH2:32][CH:31]([C:34](O)=[O:35])[CH2:30][CH2:29]1. (7) Given the product [Cl:35][C:36]1[CH:37]=[CH:38][C:39]([NH:42][C:43]([C@H:45]2[CH2:49][CH2:48][CH2:47][N:46]2[C:2]([NH:20][C:21]2[CH:22]=[CH:23][C:24]([N:27]3[CH2:32][CH2:31][O:30][CH2:29][C:28]3=[O:33])=[CH:25][CH:26]=2)=[O:3])=[O:44])=[CH:40][CH:41]=1, predict the reactants needed to synthesize it. The reactants are: Cl[C:2](OC1C=CC([N+]([O-])=O)=CC=1)=[O:3].N1C=CC=CC=1.[NH2:20][C:21]1[CH:26]=[CH:25][C:24]([N:27]2[CH2:32][CH2:31][O:30][CH2:29][C:28]2=[O:33])=[CH:23][CH:22]=1.[Cl-].[Cl:35][C:36]1[CH:41]=[CH:40][C:39]([NH:42][C:43]([C@H:45]2[CH2:49][CH2:48][CH2:47][NH2+:46]2)=[O:44])=[CH:38][CH:37]=1.C(N(C(C)C)C(C)C)C. (8) Given the product [O:1]1[C:3]2([CH2:8][CH2:7][N:6]([C:9]3[CH:14]=[CH:13][C:12]([N:15]4[CH2:19][C@H:18]([CH2:20][NH:21][C:22](=[O:24])[CH3:23])[O:17][C:16]4=[O:25])=[CH:11][C:10]=3[F:26])[CH2:5][CH2:4]2)[CH2:38][CH2:37][O:36][CH2:40][CH2:2]1, predict the reactants needed to synthesize it. The reactants are: [O:1]1[C:3]2([CH2:8][CH2:7][N:6]([C:9]3[CH:14]=[CH:13][C:12]([N:15]4[CH2:19][C@H:18]([CH2:20][NH:21][C:22](=[O:24])[CH3:23])[O:17][C:16]4=[O:25])=[CH:11][C:10]=3[F:26])[CH2:5][CH2:4]2)[CH2:2]1.C(O)CCO.B(F)(F)F.[O:36]1[CH2:40]C[CH2:38][CH2:37]1. (9) Given the product [CH3:12][CH:13]([CH3:17])[CH2:14][CH2:15][CH2:2][CH2:3][CH2:4][CH2:5][CH2:6][CH2:7][CH2:8][CH2:9][CH2:10][OH:11], predict the reactants needed to synthesize it. The reactants are: Br[CH2:2][CH2:3][CH2:4][CH2:5][CH2:6][CH2:7][CH2:8][CH2:9][CH2:10][OH:11].[CH3:12][CH:13]([CH3:17])[CH2:14][CH2:15]Br.